From a dataset of Catalyst prediction with 721,799 reactions and 888 catalyst types from USPTO. Predict which catalyst facilitates the given reaction. (1) Reactant: [CH2:1]([O:3][C:4]([C:6]1[NH:7][CH:8]=[C:9]2[CH:18]([C:19]3[O:20][C:21]([S:24][C:25]4[NH:29][C:28]5[CH:30]=[CH:31][C:32]([Cl:34])=[CH:33][C:27]=5[N:26]=4)=[CH:22][CH:23]=3)[C:17]3[C:16](=[O:35])[CH2:15][N:14](OC(C)(C)C)[CH2:13][C:12]=3[NH:11][C:10]=12)=[O:5])[CH3:2].Cl. Product: [ClH:34].[CH2:1]([O:3][C:4]([C:6]1[NH:7][CH:8]=[C:9]2[CH:18]([C:19]3[O:20][C:21]([S:24][C:25]4[NH:29][C:28]5[CH:30]=[CH:31][C:32]([Cl:34])=[CH:33][C:27]=5[N:26]=4)=[CH:22][CH:23]=3)[C:17]3[C:16](=[O:35])[CH2:15][NH:14][CH2:13][C:12]=3[NH:11][C:10]=12)=[O:5])[CH3:2]. The catalyst class is: 12. (2) Reactant: [C:1]([CH:3]([N:11]=C(C1C=CC=CC=1)C1C=CC=CC=1)[C:4]([NH:6][C:7]([CH3:10])([CH3:9])[CH3:8])=[O:5])#[N:2].C(OCC)(=O)C.[ClH:31]. Product: [ClH:31].[NH2:11][CH:3]([C:1]#[N:2])[C:4]([NH:6][C:7]([CH3:8])([CH3:10])[CH3:9])=[O:5]. The catalyst class is: 2. (3) Reactant: [Br:1]Br.[NH:3]1[C:7]2=[N:8][CH:9]=[C:10]([N:12]3[C:20](=[O:21])[C:19]4[C:14](=[CH:15][CH:16]=[CH:17][CH:18]=4)[C:13]3=[O:22])[CH:11]=[C:6]2[CH:5]=[CH:4]1.N1C=CC=CC=1.C([O-])(O)=O.[Na+].[O-]S([O-])(=S)=O.[Na+].[Na+]. Product: [Br:1][C:5]1[C:6]2[C:7](=[N:8][CH:9]=[C:10]([N:12]3[C:13](=[O:22])[C:14]4[C:19](=[CH:18][CH:17]=[CH:16][CH:15]=4)[C:20]3=[O:21])[CH:11]=2)[NH:3][CH:4]=1. The catalyst class is: 2. (4) Reactant: [Cl:1][C:2]1[CH:3]=[C:4]([S:8][CH2:9][C:10]([NH:12][CH:13]2[CH2:18][CH2:17][NH:16][CH2:15][CH2:14]2)=[O:11])[CH:5]=[CH:6][CH:7]=1.[F:19][C:20]([F:35])([F:34])[C:21]1[CH:26]=[CH:25][C:24]([N:27]2[CH:31]=[CH:30][C:29]([CH:32]=O)=[CH:28]2)=[CH:23][CH:22]=1.C(O[BH-](OC(=O)C)OC(=O)C)(=O)C.[Na+].C([O-])(O)=O.[Na+]. Product: [Cl:1][C:2]1[CH:3]=[C:4]([S:8][CH2:9][C:10]([NH:12][CH:13]2[CH2:18][CH2:17][N:16]([CH2:32][C:29]3[CH:30]=[CH:31][N:27]([C:24]4[CH:25]=[CH:26][C:21]([C:20]([F:35])([F:19])[F:34])=[CH:22][CH:23]=4)[CH:28]=3)[CH2:15][CH2:14]2)=[O:11])[CH:5]=[CH:6][CH:7]=1. The catalyst class is: 68. (5) Reactant: C(OC([N:8]1[CH2:13][CH2:12][CH2:11][CH:10]([C:14](=[O:22])[C:15]2[CH:20]=[CH:19][CH:18]=[C:17]([F:21])[CH:16]=2)[CH2:9]1)=O)(C)(C)C.[ClH:23]. Product: [ClH:23].[F:21][C:17]1[CH:16]=[C:15]([CH:20]=[CH:19][CH:18]=1)[C:14]([CH:10]1[CH2:11][CH2:12][CH2:13][NH:8][CH2:9]1)=[O:22]. The catalyst class is: 91. (6) Reactant: F[C:2]1[CH:3]=[C:4]([NH:8][C:9](=[O:14])[C:10]([CH3:13])([CH3:12])[CH3:11])[CH:5]=[CH:6][CH:7]=1.[Li]CCCC.CON(C)[C:23]([C@@H:25]1[CH2:30][CH2:29][CH2:28][N:27]([C:31]([O:33][C:34]([CH3:37])([CH3:36])[CH3:35])=[O:32])[CH2:26]1)=[O:24].Cl. Product: [C:10]([C:9]1[O:14][C:5]2[C:6]([C:23]([C@@H:25]3[CH2:30][CH2:29][CH2:28][N:27]([C:31]([O:33][C:34]([CH3:37])([CH3:36])[CH3:35])=[O:32])[CH2:26]3)=[O:24])=[CH:7][CH:2]=[CH:3][C:4]=2[N:8]=1)([CH3:13])([CH3:12])[CH3:11]. The catalyst class is: 1.